Predict the reactants needed to synthesize the given product. From a dataset of Full USPTO retrosynthesis dataset with 1.9M reactions from patents (1976-2016). (1) The reactants are: [O:1]=[C:2]1[C:10]2[CH:9]=[C:8]3[O:11][CH2:12][O:13][C:7]3=[CH:6][C:5]=2[CH2:4][N:3]1[CH2:14][CH2:15][CH:16]1[CH2:21][CH2:20][N:19](C(OC(C)(C)C)=O)[CH2:18][CH2:17]1.[ClH:29]. Given the product [ClH:29].[NH:19]1[CH2:20][CH2:21][CH:16]([CH2:15][CH2:14][N:3]2[C:2](=[O:1])[C:10]3[CH:9]=[C:8]4[O:11][CH2:12][O:13][C:7]4=[CH:6][C:5]=3[CH2:4]2)[CH2:17][CH2:18]1, predict the reactants needed to synthesize it. (2) Given the product [O:12]=[C:8]1[CH2:7][CH2:6][CH2:5][C:4]2[CH:3]=[C:2]([NH:1][C:20](=[O:21])[C:19]3[CH:23]=[CH:24][C:16]([CH2:13][CH2:14][CH3:15])=[CH:17][CH:18]=3)[CH:11]=[CH:10][C:9]1=2, predict the reactants needed to synthesize it. The reactants are: [NH2:1][C:2]1[CH:3]=[C:4]2[C:9](=[CH:10][CH:11]=1)[C:8](=[O:12])[CH2:7][CH2:6][CH2:5]2.[CH2:13]([C:16]1[CH:24]=[CH:23][C:19]([C:20](Cl)=[O:21])=[CH:18][CH:17]=1)[CH2:14][CH3:15].C(N(CC)CC)C.